Dataset: Forward reaction prediction with 1.9M reactions from USPTO patents (1976-2016). Task: Predict the product of the given reaction. (1) Given the reactants [C:1]([O:5][C:6]([N:8]1[CH2:13][CH2:12][N:11]([C:14]2[CH:19]=[CH:18][CH:17]=[CH:16][C:15]=2[C:20]2[CH:25]=[CH:24][C:23]([CH2:26][N:27]3[C:35]4[C:30](=[CH:31][C:32](F)=[CH:33][CH:34]=4)[CH:29]=[CH:28]3)=[CH:22][CH:21]=2)[CH2:10][CH2:9]1)=[O:7])([CH3:4])([CH3:3])[CH3:2].[OH-].[Na+].[Br:39]C1C=C2C(=CC=1)NC=C2, predict the reaction product. The product is: [C:1]([O:5][C:6]([N:8]1[CH2:13][CH2:12][N:11]([C:14]2[CH:19]=[CH:18][CH:17]=[CH:16][C:15]=2[C:20]2[CH:25]=[CH:24][C:23]([CH2:26][N:27]3[C:35]4[C:30](=[CH:31][C:32]([Br:39])=[CH:33][CH:34]=4)[CH:29]=[CH:28]3)=[CH:22][CH:21]=2)[CH2:10][CH2:9]1)=[O:7])([CH3:4])([CH3:3])[CH3:2]. (2) Given the reactants [Cl:1][C:2]1[CH:7]=[CH:6][CH:5]=[C:4]([Cl:8])[C:3]=1[CH:9]1[C:14]([C:15]([O:17][CH3:18])=[O:16])=[C:13]([CH2:19][CH2:20][C:21]2[S:22][CH:23]=[CH:24][N:25]=2)[NH:12][C:11]([CH2:26][C:27](O)=[O:28])=[C:10]1[C:30]([O:32][CH3:33])=[O:31].[CH2:34]([C:38]1([OH:52])[CH:43]2[CH2:44][CH2:45][CH:39]1[CH2:40][CH:41]([N:46]1[CH2:51][CH2:50][NH:49][CH2:48][CH2:47]1)[CH2:42]2)[CH2:35][CH2:36][CH3:37], predict the reaction product. The product is: [Cl:1][C:2]1[CH:7]=[CH:6][CH:5]=[C:4]([Cl:8])[C:3]=1[CH:9]1[C:14]([C:15]([O:17][CH3:18])=[O:16])=[C:13]([CH2:19][CH2:20][C:21]2[S:22][CH:23]=[CH:24][N:25]=2)[NH:12][C:11]([CH2:26][C:27]([N:49]2[CH2:48][CH2:47][N:46]([CH:41]3[CH2:42][CH:43]4[C:38]([CH2:34][CH2:35][CH2:36][CH3:37])([OH:52])[CH:39]([CH2:45][CH2:44]4)[CH2:40]3)[CH2:51][CH2:50]2)=[O:28])=[C:10]1[C:30]([O:32][CH3:33])=[O:31]. (3) Given the reactants [Cl:1][C:2]1[N:10]2[C:6](=[N:7][C:8]3[CH:14]=[CH:13][CH:12]=[CH:11][C:9]=32)[C:5]([C:15]#[N:16])=[C:4]([CH3:17])[C:3]=1[CH2:18][CH2:19][CH2:20][CH2:21][CH2:22][CH3:23].[CH3:24][N:25]([CH2:27][CH:28]1[CH2:32][CH2:31][NH:30][CH2:29]1)[CH3:26].C(N(CC)CC)C, predict the reaction product. The product is: [ClH:1].[ClH:1].[CH2:18]([C:3]1[C:4]([CH3:17])=[C:5]([C:15]#[N:16])[C:6]2[N:10]([C:2]=1[N:30]1[CH2:31][CH2:32][CH:28]([CH2:27][N:25]([CH3:26])[CH3:24])[CH2:29]1)[C:9]1[CH:11]=[CH:12][CH:13]=[CH:14][C:8]=1[N:7]=2)[CH2:19][CH2:20][CH2:21][CH2:22][CH3:23].